Dataset: Full USPTO retrosynthesis dataset with 1.9M reactions from patents (1976-2016). Task: Predict the reactants needed to synthesize the given product. (1) Given the product [CH3:22][N:20]([CH3:21])[C:17]1[CH:18]=[CH:19][C:14]([C:9]2[O:10][C:11]3[C:12]4[NH:13][CH:24]=[N:2][C:3]=4[CH:4]=[CH:5][C:6]=3[C:7](=[O:23])[CH:8]=2)=[CH:15][CH:16]=1, predict the reactants needed to synthesize it. The reactants are: Cl.[NH2:2][C:3]1[C:12]([NH2:13])=[C:11]2[C:6]([C:7](=[O:23])[CH:8]=[C:9]([C:14]3[CH:19]=[CH:18][C:17]([N:20]([CH3:22])[CH3:21])=[CH:16][CH:15]=3)[O:10]2)=[CH:5][CH:4]=1.[CH:24](O)=O. (2) Given the product [NH2:43][C:44]1[NH:48][C:47]([S:49][CH2:30][CH2:29][N:27]2[CH:28]=[C:24]([C:23]3[N:18]4[N:17]=[C:16]([NH:15][C:12]5[CH:11]=[CH:10][C:9]([O:8][CH2:7][CH2:6][N:1]6[CH2:5][CH2:4][CH2:3][CH2:2]6)=[CH:14][CH:13]=5)[N:36]=[C:19]4[CH:20]=[CH:21][CH:22]=3)[CH:25]=[N:26]2)=[N:46][N:45]=1, predict the reactants needed to synthesize it. The reactants are: [N:1]1([CH2:6][CH2:7][O:8][C:9]2[CH:14]=[CH:13][C:12]([NH:15][C:16]3[N:36]=[C:19]4[CH:20]=[CH:21][CH:22]=[C:23]([C:24]5[CH:25]=[N:26][N:27]([CH2:29][CH2:30]OS(C)(=O)=O)[CH:28]=5)[N:18]4[N:17]=3)=[CH:11][CH:10]=2)[CH2:5][CH2:4][CH2:3][CH2:2]1.C(=O)([O-])[O-].[K+].[K+].[NH2:43][C:44]1[N:48]=[C:47]([SH:49])[NH:46][N:45]=1. (3) Given the product [OH:2][CH2:3][CH2:4][CH:5]1[NH:10][CH2:9][CH2:8][N:7]([C:11]([O:13][C:14]([CH3:17])([CH3:16])[CH3:15])=[O:12])[CH2:6]1, predict the reactants needed to synthesize it. The reactants are: C[O:2][C:3](=O)[CH2:4][CH:5]1[NH:10][CH2:9][CH2:8][N:7]([C:11]([O:13][C:14]([CH3:17])([CH3:16])[CH3:15])=[O:12])[CH2:6]1.[H-].[H-].[H-].[H-].[Li+].[Al+3]. (4) Given the product [N+:1]([C:4]1[CH:13]=[CH:12][CH:11]=[C:10]2[C:9]([O:16][C:6](=[O:15])[C:5]=12)=[O:14])([O-:3])=[O:2].[OH2:2].[NH2:7][NH2:8], predict the reactants needed to synthesize it. The reactants are: [N+:1]([C:4]1[CH:13]=[CH:12][CH:11]=[C:10]2[C:5]=1[C:6](=[O:15])[NH:7][NH:8][C:9]2=[O:14])([O-:3])=[O:2].[OH2:16]. (5) Given the product [F:23][C:4]([F:3])([O:14][C:15]1[CH:20]=[CH:19][C:18]([S:21][CH3:22])=[CH:17][CH:16]=1)[C@H:5]([O:6][S:26]([C:25]([F:31])([F:30])[F:24])(=[O:28])=[O:27])[C:7]1[CH:12]=[CH:11][C:10]([F:13])=[CH:9][CH:8]=1, predict the reactants needed to synthesize it. The reactants are: [H-].[Na+].[F:3][C:4]([F:23])([O:14][C:15]1[CH:20]=[CH:19][C:18]([S:21][CH3:22])=[CH:17][CH:16]=1)[C@@H:5]([C:7]1[CH:12]=[CH:11][C:10]([F:13])=[CH:9][CH:8]=1)[OH:6].[F:24][C:25]([F:31])([F:30])[S:26](Cl)(=[O:28])=[O:27]. (6) Given the product [CH3:58][N:61]([CH2:62][CH2:64][CH2:29][C:30]([OH:32])=[O:31])[C:65]([C:6]1[CH:7]=[C:8]2[C:3](=[CH:4][CH:5]=1)[N:2]([CH3:1])[C:14]1[CH2:13][CH2:12][C@@H:11]([CH:15]3[CH2:20][CH2:19][O:18][CH2:17][CH2:16]3)[CH2:10][C:9]2=1)=[O:41], predict the reactants needed to synthesize it. The reactants are: [CH3:1][N:2]1[C:14]2[CH2:13][CH2:12][C@@H:11]([CH:15]3[CH2:20][CH2:19][O:18][CH2:17][CH2:16]3)[CH2:10][C:9]=2[C:8]2[C:3]1=[CH:4][CH:5]=[C:6](C(O)=O)[CH:7]=2.Cl.CNCC[CH2:29][C:30]([O:32]C)=[O:31].CN(C([O:41]N1N=NC2C=CC=NC1=2)=[N+](C)C)C.F[P-](F)(F)(F)(F)F.[CH:58]([N:61]([CH2:65]C)[CH:62]([CH3:64])C)(C)C.[OH-].[Li+].